From a dataset of Peptide-MHC class II binding affinity with 134,281 pairs from IEDB. Regression. Given a peptide amino acid sequence and an MHC pseudo amino acid sequence, predict their binding affinity value. This is MHC class II binding data. The peptide sequence is SVVVQDPKNVYQRGTHHHHHH. The MHC is DRB3_0301 with pseudo-sequence DRB3_0301. The binding affinity (normalized) is 0.669.